From a dataset of Full USPTO retrosynthesis dataset with 1.9M reactions from patents (1976-2016). Predict the reactants needed to synthesize the given product. (1) Given the product [F:25][C:26]1[CH:27]=[C:28]([C@@H:32]([NH:34][C:35]([N:21]2[CH2:22][CH2:23][N:18]([C:15]3[C:16]4[S:17][C:9]([C:6]5[CH:7]=[CH:8][C:3]([F:2])=[CH:4][CH:5]=5)=[CH:10][C:11]=4[N:12]=[CH:13][N:14]=3)[CH2:19][C@H:20]2[CH3:24])=[O:36])[CH3:33])[CH:29]=[CH:30][CH:31]=1, predict the reactants needed to synthesize it. The reactants are: Cl.[F:2][C:3]1[CH:8]=[CH:7][C:6]([C:9]2[S:17][C:16]3[C:15]([N:18]4[CH2:23][CH2:22][NH:21][C@H:20]([CH3:24])[CH2:19]4)=[N:14][CH:13]=[N:12][C:11]=3[CH:10]=2)=[CH:5][CH:4]=1.[F:25][C:26]1[CH:27]=[C:28]([C@@H:32]([NH:34][C:35](=O)[O:36]C2C=CC([N+]([O-])=O)=CC=2)[CH3:33])[CH:29]=[CH:30][CH:31]=1.C(N(CC)CC)C. (2) Given the product [Br:1][C:2]1[CH:3]=[CH:4][C:5]([CH:19]2[CH2:21][CH2:20]2)=[C:6]([CH:8]2[C:9]3([C:10](=[O:18])[C:11]([CH3:17])([CH3:16])[O:12][C:13]3([CH3:14])[CH3:15])[O:22]2)[CH:7]=1, predict the reactants needed to synthesize it. The reactants are: [Br:1][C:2]1[CH:3]=[CH:4][C:5]([CH:19]2[CH2:21][CH2:20]2)=[C:6]([CH:8]=[C:9]2[C:13]([CH3:15])([CH3:14])[O:12][C:11]([CH3:17])([CH3:16])[C:10]2=[O:18])[CH:7]=1.[OH-:22].[Li+].OO.